Dataset: TCR-epitope binding with 47,182 pairs between 192 epitopes and 23,139 TCRs. Task: Binary Classification. Given a T-cell receptor sequence (or CDR3 region) and an epitope sequence, predict whether binding occurs between them. (1) The epitope is KTSVDCTMYI. The TCR CDR3 sequence is CASSSTGGQETQYF. Result: 1 (the TCR binds to the epitope). (2) The TCR CDR3 sequence is CASSDLRTGREGKLFF. Result: 1 (the TCR binds to the epitope). The epitope is ILGLPTQTV. (3) The epitope is NEGVKAAW. Result: 1 (the TCR binds to the epitope). The TCR CDR3 sequence is CASSLSSHPGDTQYF. (4) The epitope is SEPVLKGVKL. The TCR CDR3 sequence is CASSHGGPNEQFF. Result: 0 (the TCR does not bind to the epitope). (5) The epitope is PROT_97E67BCC. The TCR CDR3 sequence is CASSRRTSGGLDTQYF. Result: 1 (the TCR binds to the epitope). (6) The epitope is VVYRGTTTY. The TCR CDR3 sequence is CSARGGTSIFYTF. Result: 0 (the TCR does not bind to the epitope).